Dataset: Forward reaction prediction with 1.9M reactions from USPTO patents (1976-2016). Task: Predict the product of the given reaction. (1) Given the reactants [CH2:1]([NH:8][CH2:9][CH:10]1[CH2:15][CH:14]([OH:16])[CH:13]=[CH:12][CH2:11]1)[C:2]1[CH:7]=[CH:6][CH:5]=[CH:4][CH:3]=1, predict the reaction product. The product is: [CH2:1]([N:8]1[CH2:9][CH:10]2[CH2:11][CH:12]1[CH2:13][C:14](=[O:16])[CH2:15]2)[C:2]1[CH:7]=[CH:6][CH:5]=[CH:4][CH:3]=1. (2) Given the reactants [F:1][C:2]1[CH:7]=[CH:6][C:5]([C:8](=[C:22]2[CH2:27][C:26]([CH3:29])([CH3:28])[CH2:25][C:24]([CH3:31])([CH3:30])[CH2:23]2)[C:9]2[CH:14]=[CH:13][C:12]([O:15][CH2:16][C:17]([O:19]CC)=[O:18])=[CH:11][CH:10]=2)=[CH:4][CH:3]=1.[OH-].[Na+].Cl, predict the reaction product. The product is: [F:1][C:2]1[CH:7]=[CH:6][C:5]([C:8](=[C:22]2[CH2:23][C:24]([CH3:31])([CH3:30])[CH2:25][C:26]([CH3:29])([CH3:28])[CH2:27]2)[C:9]2[CH:14]=[CH:13][C:12]([O:15][CH2:16][C:17]([OH:19])=[O:18])=[CH:11][CH:10]=2)=[CH:4][CH:3]=1. (3) The product is: [N:34]1([C:16]([C:13]2[CH:12]=[N:11][C:10]([O:9][C:8]3[CH:19]=[C:20]([C:22]4[NH:23][C:24]([C:27]5[S:28][CH:29]=[CH:30][N:31]=5)=[CH:25][CH:26]=4)[CH:21]=[C:6]([O:5][C@@H:4]([CH3:32])[CH2:3][O:2][CH3:1])[CH:7]=3)=[CH:15][N:14]=2)=[O:18])[CH2:37][CH2:36][CH2:35]1. Given the reactants [CH3:1][O:2][CH2:3][C@H:4]([CH3:32])[O:5][C:6]1[CH:7]=[C:8]([CH:19]=[C:20]([C:22]2[NH:23][C:24]([C:27]3[S:28][CH:29]=[CH:30][N:31]=3)=[CH:25][CH:26]=2)[CH:21]=1)[O:9][C:10]1[N:11]=[CH:12][C:13]([C:16]([OH:18])=O)=[N:14][CH:15]=1.Cl.[NH:34]1[CH2:37][CH2:36][CH2:35]1.CN(C(ON1N=NC2C=CC=NC1=2)=[N+](C)C)C.F[P-](F)(F)(F)(F)F.C(N(CC)C(C)C)(C)C, predict the reaction product. (4) Given the reactants [Br:1][C:2]1[CH:7]=[CH:6][CH:5]=[CH:4][C:3]=1B(O)O.[NH2:11][C:12]1[CH:13]=[CH:14][C:15](Br)=[C:16]([CH:21]=1)[C:17]([O:19][CH3:20])=[O:18].C(=O)([O-])[O-].[K+].[K+].C1(C)C=CC=CC=1.C(O)C, predict the reaction product. The product is: [NH2:11][C:12]1[CH:21]=[C:16]([C:17]([O:19][CH3:20])=[O:18])[C:15]([C:3]2[CH:4]=[CH:5][CH:6]=[CH:7][C:2]=2[Br:1])=[CH:14][CH:13]=1.